This data is from Full USPTO retrosynthesis dataset with 1.9M reactions from patents (1976-2016). The task is: Predict the reactants needed to synthesize the given product. (1) Given the product [CH2:1]([O:8][C:9]([N:11]1[CH2:15][CH2:14][CH:13]([CH2:16][O:17][S:31]([C:28]2[CH:29]=[CH:30][C:25]([CH3:35])=[CH:26][CH:27]=2)(=[O:33])=[O:32])[CH2:12]1)=[O:10])[C:2]1[CH:7]=[CH:6][CH:5]=[CH:4][CH:3]=1, predict the reactants needed to synthesize it. The reactants are: [CH2:1]([O:8][C:9]([N:11]1[CH2:15][CH2:14][CH:13]([CH2:16][OH:17])[CH2:12]1)=[O:10])[C:2]1[CH:7]=[CH:6][CH:5]=[CH:4][CH:3]=1.C(N(CC)CC)C.[C:25]1([CH3:35])[CH:30]=[CH:29][C:28]([S:31](Cl)(=[O:33])=[O:32])=[CH:27][CH:26]=1. (2) Given the product [CH2:17]([N:12]1[CH2:11][CH2:10][C:9](=[O:15])[N:8]([CH3:16])[C:7]2[C:13]1=[N:14][C:4]([Cl:3])=[N:5][CH:6]=2)[C:18]1[CH:23]=[CH:22][CH:21]=[CH:20][CH:19]=1, predict the reactants needed to synthesize it. The reactants are: [H-].[Na+].[Cl:3][C:4]1[N:14]=[C:13]2[C:7]([N:8]([CH3:16])[C:9](=[O:15])[CH2:10][CH2:11][NH:12]2)=[CH:6][N:5]=1.[CH2:17](Br)[C:18]1[CH:23]=[CH:22][CH:21]=[CH:20][CH:19]=1.[Cl-].[NH4+]. (3) Given the product [O:11]([C:18]1[CH:19]=[CH:20][C:21]([O:24][C:2]2[C:3]3[N:10]([CH2:26][CH:27]4[CH2:32][CH2:31][CH2:30][N:29]([C:33](=[O:35])[CH:40]=[CH2:41])[CH2:28]4)[CH:9]=[CH:8][C:4]=3[N:5]=[CH:6][N:7]=2)=[CH:22][CH:23]=1)[C:12]1[CH:17]=[CH:16][CH:15]=[CH:14][CH:13]=1, predict the reactants needed to synthesize it. The reactants are: Cl[C:2]1[C:3]2[NH:10][CH:9]=[CH:8][C:4]=2[N:5]=[CH:6][N:7]=1.[O:11]([C:18]1[CH:23]=[CH:22][C:21]([OH:24])=[CH:20][CH:19]=1)[C:12]1[CH:17]=[CH:16][CH:15]=[CH:14][CH:13]=1.O[CH2:26][CH:27]1[CH2:32][CH2:31][CH2:30][N:29]([C:33]([O:35]C(C)(C)C)=O)[CH2:28]1.[C:40](Cl)(=O)[CH:41]=C.